This data is from Catalyst prediction with 721,799 reactions and 888 catalyst types from USPTO. The task is: Predict which catalyst facilitates the given reaction. Reactant: [CH:1]1([CH2:4][O:5][C:6]2[CH:7]=[C:8]([CH:13]=[C:14]([NH:16][S:17]([CH3:20])(=[O:19])=[O:18])[CH:15]=2)[C:9]([O:11][CH3:12])=[O:10])[CH2:3][CH2:2]1.Cl[CH2:22][CH2:23][N:24]1[CH2:29][CH2:28][O:27][CH2:26][CH2:25]1.C([O-])([O-])=O.[K+].[K+]. Product: [CH:1]1([CH2:4][O:5][C:6]2[CH:7]=[C:8]([CH:13]=[C:14]([N:16]([CH2:22][CH2:23][N:24]3[CH2:29][CH2:28][O:27][CH2:26][CH2:25]3)[S:17]([CH3:20])(=[O:19])=[O:18])[CH:15]=2)[C:9]([O:11][CH3:12])=[O:10])[CH2:2][CH2:3]1. The catalyst class is: 18.